This data is from Drug-target binding data from BindingDB using Ki measurements. The task is: Regression. Given a target protein amino acid sequence and a drug SMILES string, predict the binding affinity score between them. We predict pKi (pKi = -log10(Ki in M); higher means stronger inhibition). Dataset: bindingdb_ki. (1) The drug is CC(=O)N[C@@H](CC(C)C)[C@@H]1N[C@@H](C(=O)O)C[C@H]1c1ccon1. The target protein sequence is MLPSTIQTLTLFLTSGGVLLSLYVSALLSYLLYSDVLLKFSPKIIAPTMSLDCANASNVQAVNHSATEEMTFLLPEPEWTYPRLSCQGSTFQKALLISPHRFGEAKGNSAPLIIREPFIACGPKECKHFALTHYAAQPGGYYNGTREDRNKLRHLISVNLGKIPTVENSIFHMAAWSGSACHDGREWTYIGVDGPDSNALIKIKYGEAYTDTYHSYANNILRTQESACNCIGGDCYLMITDGPASGISKCRFLKIREGRIIKEIFPTGRVEHTEECTYGFASNKTIECACRDNSYTAKRPFVKLNVETDTAEIRLMCTETYLDTPRPDDGSITGPCESNGDKGSGGIKGGFVHQRMASKIGRWYSRTMSKTKRMGMGLYVKYDGDPWIDSDALTLSGVMISMEEPGWYSFGFEIKDKKCDVPCIGIEMVHDGGKKTWHSAATAIYCLMGSGQLLWDTVTGVDMA. The pKi is 6.6. (2) The small molecule is CNCCC(Oc1ccccc1C)c1ccccc1. The target protein (P60042) has sequence MLSCRLQCALAALCIVLALGGVTGAPSDPRLRQFLQKSLAAATGKQELAKYFLAELLSEPNQTENDALEPEDLPQAAEQDEMRLELQRSANSNPAMAPRERKAGCKNFFWKTFTSC. The pKi is 6.0. (3) The small molecule is Oc1c(Br)cccc1Br. The target protein sequence is METNHITSLHHITICTGTAQGDIDFFVKVMGQRFVKRTLFYDGSIPIYHLYFADELGTPGTVMTTFPTRRTGQKGRKGSNQFTVCTYAIPKGSLEWWIGHLNAHGIATGEPGTRFGQRYVGFQHPDCGIDFEVLEDENDTRQPYDSPYVPIEHAQRGFHSWTASVRELEDMDFFMENCWNFEKIGEEGNRHRYRVKGTTESGTIIDLLHEPDRRQGSWTIAEGIIHHGAFAVPDMDIQARIKFETEGVGFTDFSDRKNRGYFESTYVRTPGGVMFEATHSLGFTHDEDERSLGMDLKVSPQFDDKKHLIEQAMEDDPIVV. The pKi is 4.9. (4) The drug is COC(=O)[C@H]1[C@@H](O)CC[C@H]2CN3CCc4c([nH]c5ccccc45)[C@@H]3C[C@@H]21. The target protein sequence is MDVFSFGQGNNTTASQEPFGTGGNVTSISDVTFSYQVITSLLLGTLIFCAVLGNACVVAAIALERSLQNVANYLIGSLAVTDLMVSVLVLPMAALYQVLNKWTLGQVTCDLFIALDVLCCTSSILHLCAIALDRYWAITDPIDYVNKRTPRRAAALISLTWLIGFLISIPPMLGWRTPEDRSDPDACTISKDHGYTIYSTFGAFYIPLLLMLVLYGRIFRAARFRIRKTVRKVEKKGAGTSLGTSSAPPPKKSLNGQPGSGDWRRCAENRAVGTPCTNGAVRQGDDEATLEVIEVHRVGNSKEHLPLPSESGSNSYAPACLERKNERNAEAKRKMALARERKTVKTLGIIMGTFILCWLPFFIVALVLPFCESSCHMPALLGAIINWLGYSNSLLNPVIYAYFNKDFQNAFKKIIKCKFCRR. The pKi is 5.9. (5) The compound is CC(C)(Cc1c[nH]c2ccc(Cl)cc12)NCCOc1ccccc1OCC1CC1. The target protein sequence is MNPDLDTGHNTSAPAHWGELKDANFTGPNQTSSNSTLPQLDVTRAISVGLVLGAFILFAIVGNILVILSVACNRHLRTPTNYFIVNLAIADLLLSFTVLPFSATLEVLGYWVLGRIFCDIWAAVDVLCCTASILSLCAISIDRYIGVRYSLQYPTLVTRRKAILALLSVWVLSTVISIGPLLGWKEPAPNDDKECGVTEEPFYALFSSLGSFYIPLAVILVMYCRVYIVAKRTTKNLEAGVMKEMSNSKELTLRIHSKNFHEDTLSSTKAKGHNPRSSIAVKLFKFSREKKAAKTLGIVVGMFILCWLPFFIALPLGSLFSTLKPPDAVFKVVFWLGYFNSCLNPIIYPCSSKEFKRAFMRILGCQCRGGRRRRRRRRLGGCAYTYRPWTRGGSLERSQSPKDSLDDSGSCMSGSQRTLPSASPSPGYLGLGTQPPVELCASPEWKPGALLSLPEPPGRRGR. The pKi is 7.8. (6) The small molecule is OC[C@H]1[C@@H](O)[C@@H](O)CN1Cc1ccccc1. The target protein sequence is MAKNVVLDHDGNLDDFVAMVLLASNTEKVRLIGALCTDADCFVENGFNVTGKIMCLMHNNMNLPLFPIGKSAATAVNPFPKEWRCLAKNMDDMPILNIPENVELWDKIKAENEKYEGQQLLADLVMNSEEKVTICVTGPLSNVAWCIDKYGEKFTSKVEECVIMGGAVDVRGNVFLPSTDGTAEWNIYWDPASAKTVFGCPGLRRIMFSLDSTNTVPVRSPYVQRFGEQTNFLLSILVGTMWAMCTHCELLRDGDGYYAWDALTAAYVVDQKVANVDPVPIDVVVDKQPNEGATVRTDAEKYPLTFVARNPEAEFFLDMLLRSARAC. The pKi is 4.2. (7) The small molecule is CCCCn1c(=O)n(C(=O)c2ccccc2)c(=O)c2c1ncn2C1O[C@H](CO)[C@@H](O)[C@H]1O. The target protein (P28647) has sequence MKANNTTTSALWLQITYITMEAAIGLCAVVGNMLVIWVVKLNRTLRTTTFYFIVSLALADIAVGVLVIPLAIAVSLEVQMHFYACLFMSCVLLVFTHASIMSLLAIAVDRYLRVKLTVRYRTVTTQRRIWLFLGLCWLVSFLVGLTPMFGWNRKVTLELSQNSSTLSCHFRSVVGLDYMVFFSFITWILIPLVVMCIIYLDIFYIIRNKLSQNLTGFRETRAFYGREFKTAKSLFLVLFLFALCWLPLSIINFVSYFNVKIPEIAMCLGILLSHANSMMNPIVYACKIKKFKETYFVILRACRLCQTSDSLDSNLEQTTE. The pKi is 4.9.